This data is from Forward reaction prediction with 1.9M reactions from USPTO patents (1976-2016). The task is: Predict the product of the given reaction. (1) Given the reactants [F:1][C:2]1[C:7]2[O:8][CH2:9][CH2:10][NH:11][C:6]=2[CH:5]=[C:4]([B:12]2[O:16][C:15]([CH3:18])([CH3:17])[C:14]([CH3:20])([CH3:19])[O:13]2)[CH:3]=1.C([O-])([O-])=O.[K+].[K+].N#N.[CH2:29](Br)[CH:30]=[CH2:31], predict the reaction product. The product is: [CH2:31]([N:11]1[CH2:10][CH2:9][O:8][C:7]2[C:2]([F:1])=[CH:3][C:4]([B:12]3[O:16][C:15]([CH3:18])([CH3:17])[C:14]([CH3:20])([CH3:19])[O:13]3)=[CH:5][C:6]1=2)[CH:30]=[CH2:29]. (2) The product is: [C:32]([O:36][C:37]([NH:39][CH2:40][C@H:41]1[CH2:46][CH2:45][C@H:44]([C:47]([NH:49][C@H:50]([C:67](=[O:80])[NH:68][C:69]2[CH:74]=[CH:73][C:72]([C:75]3[N:76]=[N:77][NH:78][N:79]=3)=[CH:71][CH:70]=2)[CH2:51][C:52]2[CH:57]=[CH:56][C:55]([C:58]3[CH:63]=[CH:62][CH:61]=[CH:60][C:59]=3[C:64]([N:84]3[CH2:85][CH2:86][N:81]([C:87]([O:89][C:90]([CH3:93])([CH3:92])[CH3:91])=[O:88])[CH2:82][CH2:83]3)=[O:65])=[CH:54][CH:53]=2)=[O:48])[CH2:43][CH2:42]1)=[O:38])([CH3:35])([CH3:33])[CH3:34]. Given the reactants C(NC(C)C)(C)C.F[P-](F)(F)(F)(F)F.CN(C(ON1C2=NC=CC=C2N=N1)=[N+](C)C)C.[C:32]([O:36][C:37]([NH:39][CH2:40][C@H:41]1[CH2:46][CH2:45][C@H:44]([C:47]([NH:49][C@H:50]([C:67](=[O:80])[NH:68][C:69]2[CH:74]=[CH:73][C:72]([C:75]3[N:76]=[N:77][NH:78][N:79]=3)=[CH:71][CH:70]=2)[CH2:51][C:52]2[CH:57]=[CH:56][C:55]([C:58]3[C:59]([C:64](O)=[O:65])=[CH:60][CH:61]=[CH:62][CH:63]=3)=[CH:54][CH:53]=2)=[O:48])[CH2:43][CH2:42]1)=[O:38])([CH3:35])([CH3:34])[CH3:33].[N:81]1([C:87]([O:89][C:90]([CH3:93])([CH3:92])[CH3:91])=[O:88])[CH2:86][CH2:85][NH:84][CH2:83][CH2:82]1, predict the reaction product. (3) Given the reactants [O:1]=[C:2]1[C:10]2[C:5](=[CH:6][CH:7]=[CH:8][CH:9]=2)[C:4](=[O:11])[N:3]1[CH:12]([C:17]1[CH:22]=[CH:21][C:20]([F:23])=[CH:19][CH:18]=1)[CH2:13]C(O)=O.C(N(CC)CC)C.[N:31]12[CH2:38]CN(CC1)CC2.C1(P(N=[N+]=[N-])(C2C=CC=CC=2)=[O:46])C=CC=CC=1.[C:56]([OH:60])([CH3:59])([CH3:58])[CH3:57], predict the reaction product. The product is: [C:56]([O:60][C:38](=[O:46])[NH:31][CH2:13][CH:12]([N:3]1[C:2](=[O:1])[C:10]2[C:5](=[CH:6][CH:7]=[CH:8][CH:9]=2)[C:4]1=[O:11])[C:17]1[CH:18]=[CH:19][C:20]([F:23])=[CH:21][CH:22]=1)([CH3:59])([CH3:58])[CH3:57]. (4) Given the reactants [CH3:1][C:2]1[CH:7]=[CH:6][C:5]([C:8](=O)[CH2:9][CH:10]([CH:13]=[NH:14])[C:11]#[N:12])=[CH:4][CH:3]=1.C1COCC1, predict the reaction product. The product is: [CH3:1][C:2]1[CH:7]=[CH:6][C:5]([C:8]2[NH:12][CH:11]=[C:10]([C:13]#[N:14])[CH:9]=2)=[CH:4][CH:3]=1. (5) Given the reactants [CH3:1][C:2]1[CH:3]=[C:4]2[C:9](=[CH:10][CH:11]=1)[N:8]=[C:7](Cl)[N:6]=[C:5]2Cl.[NH2:14][C:15]1[CH:22]=[CH:21][C:18]([CH2:19][NH2:20])=[CH:17][CH:16]=1.[F:23][C:24]1[CH:32]=[CH:31][CH:30]=[CH:29][C:25]=1[C:26](Cl)=[O:27].[CH3:33][NH2:34], predict the reaction product. The product is: [F:23][C:24]1[CH:32]=[CH:31][CH:30]=[CH:29][C:25]=1[C:26]([NH:14][C:15]1[CH:22]=[CH:21][C:18]([CH2:19][NH:20][C:5]2[C:4]3[C:9](=[CH:10][CH:11]=[C:2]([CH3:1])[CH:3]=3)[N:8]=[C:7]([NH:34][CH3:33])[N:6]=2)=[CH:17][CH:16]=1)=[O:27]. (6) Given the reactants [N:1]1[CH:6]=[CH:5][CH:4]=[CH:3][C:2]=1[NH2:7].[C:8]([O:12][C:13](O[C:13]([O:12][C:8]([CH3:11])([CH3:10])[CH3:9])=[O:14])=[O:14])([CH3:11])([CH3:10])[CH3:9].[CH3:23]C(O)(C)C, predict the reaction product. The product is: [C:8]([O:12][C:13](=[O:14])[NH:7][C:2]1[CH:3]=[C:4]([CH3:23])[CH:5]=[CH:6][N:1]=1)([CH3:11])([CH3:10])[CH3:9]. (7) Given the reactants [C:1]([O:5][C:6](=[O:44])[CH2:7][CH2:8][C:9]1[CH:14]=[CH:13][C:12]([O:15][Si](C(C)(C)C)(C2C=CC=CC=2)C2C=CC=CC=2)=[CH:11][C:10]=1[CH2:33][O:34][C:35](=[O:43])[NH:36][CH:37]1[CH2:42][CH2:41][CH2:40][CH2:39][CH2:38]1)([CH3:4])([CH3:3])[CH3:2].[F-].C([N+](CCCC)(CCCC)CCCC)CCC, predict the reaction product. The product is: [C:1]([O:5][C:6](=[O:44])[CH2:7][CH2:8][C:9]1[CH:14]=[CH:13][C:12]([OH:15])=[CH:11][C:10]=1[CH2:33][O:34][C:35](=[O:43])[NH:36][CH:37]1[CH2:42][CH2:41][CH2:40][CH2:39][CH2:38]1)([CH3:4])([CH3:2])[CH3:3].